Dataset: Reaction yield outcomes from USPTO patents with 853,638 reactions. Task: Predict the reaction yield, written as a fraction of the theoretical maximum amount of product (1.0 means a 100% yield; for example, 0.34 means a 34% yield). The reactants are [Cl:1][C:2]1[CH:10]=[CH:9][C:5]([CH2:6][C:7]#[N:8])=[C:4]([F:11])[CH:3]=1.[CH3:12][C:13]([CH3:18])([CH3:17])[CH2:14][CH:15]=O.[OH-].[Na+]. The catalyst is CC(O)C.CCOC(C)=O. The product is [Cl:1][C:2]1[CH:10]=[CH:9][C:5](/[C:6](=[CH:15]/[CH2:14][C:13]([CH3:18])([CH3:17])[CH3:12])/[C:7]#[N:8])=[C:4]([F:11])[CH:3]=1. The yield is 1.00.